From a dataset of Peptide-MHC class I binding affinity with 185,985 pairs from IEDB/IMGT. Regression. Given a peptide amino acid sequence and an MHC pseudo amino acid sequence, predict their binding affinity value. This is MHC class I binding data. (1) The binding affinity (normalized) is 0.0847. The peptide sequence is DIVGGLFTY. The MHC is HLA-A23:01 with pseudo-sequence HLA-A23:01. (2) The peptide sequence is LDFVRFMGV. The MHC is HLA-B44:03 with pseudo-sequence HLA-B44:03. The binding affinity (normalized) is 0. (3) The peptide sequence is EPVDPRLEPW. The MHC is HLA-B40:02 with pseudo-sequence HLA-B40:02. The binding affinity (normalized) is 0. (4) The peptide sequence is SIKFKRKLM. The MHC is HLA-A02:01 with pseudo-sequence HLA-A02:01. The binding affinity (normalized) is 0.0847. (5) The peptide sequence is ITAILCVPNA. The MHC is HLA-A30:01 with pseudo-sequence HLA-A30:01. The binding affinity (normalized) is 0.305. (6) The peptide sequence is IPVSTNGKI. The MHC is HLA-B48:01 with pseudo-sequence HLA-B48:01. The binding affinity (normalized) is 0.0847. (7) The peptide sequence is SDQKFVDVI. The MHC is HLA-B40:02 with pseudo-sequence HLA-B40:02. The binding affinity (normalized) is 0.224.